Predict the product of the given reaction. From a dataset of Forward reaction prediction with 1.9M reactions from USPTO patents (1976-2016). (1) Given the reactants [CH3:1][O:2][C:3]1[C:8]([CH3:9])=[C:7]([CH3:10])[C:6]([O:11][CH3:12])=[C:5]([CH3:13])[C:4]=1[CH2:14][CH2:15][CH2:16][C:17]([OH:19])=O.C1N=CN(C(N2C=NC=C2)=O)C=1.[CH2:32]([CH2:34][NH2:35])[OH:33], predict the reaction product. The product is: [CH3:1][O:2][C:3]1[C:8]([CH3:9])=[C:7]([CH3:10])[C:6]([O:11][CH3:12])=[C:5]([CH3:13])[C:4]=1[CH2:14][CH2:15][CH2:16][C:17]([NH:35][CH2:34][CH2:32][OH:33])=[O:19]. (2) Given the reactants [OH:1][C:2]1[C:11]2[C:6](=[CH:7][CH:8]=[CH:9][CH:10]=2)[N:5]=[CH:4][CH:3]=1.Br[CH:13]([CH3:24])[C:14]([NH:16][C:17]1[CH:22]=[CH:21][C:20]([Cl:23])=[CH:19][CH:18]=1)=[O:15], predict the reaction product. The product is: [Cl:23][C:20]1[CH:19]=[CH:18][C:17]([NH:16][C:14](=[O:15])[CH:13]([O:1][C:2]2[C:11]3[C:6](=[CH:7][CH:8]=[CH:9][CH:10]=3)[N:5]=[CH:4][CH:3]=2)[CH3:24])=[CH:22][CH:21]=1. (3) Given the reactants [C:1]([O:5][C:6]([C:8]1[C:9]([C:14]2[CH:19]=[CH:18][C:17]([CH2:20][N:21]3[C:25]([CH:26]=[O:27])=[C:24](Br)[N:23]=[C:22]3[O:29][CH2:30][CH3:31])=[C:16]([F:32])[CH:15]=2)=[CH:10][CH:11]=[CH:12][CH:13]=1)=[O:7])([CH3:4])([CH3:3])[CH3:2].B1(C=C)OB([CH:39]=[CH2:40])OB(C=C)O1.C1C=CN=CC=1.C(=O)([O-])[O-].[K+].[K+].COCCOC, predict the reaction product. The product is: [C:1]([O:5][C:6]([C:8]1[C:9]([C:14]2[CH:19]=[CH:18][C:17]([CH2:20][N:21]3[C:25]([CH:26]=[O:27])=[C:24]([CH:39]=[CH2:40])[N:23]=[C:22]3[O:29][CH2:30][CH3:31])=[C:16]([F:32])[CH:15]=2)=[CH:10][CH:11]=[CH:12][CH:13]=1)=[O:7])([CH3:4])([CH3:3])[CH3:2]. (4) Given the reactants [F:1][C:2]1[CH:3]=[C:4]2[C:9](=[CH:10][CH:11]=1)[N:8]=[C:7]([C:12]1[CH:17]=[C:16]([O:18][CH3:19])[C:15]([O:20][CH3:21])=[C:14]([O:22][CH3:23])[CH:13]=1)[N:6]=[C:5]2[C:24]([OH:26])=O.Cl.[F:28][C:29]1[CH:30]=[C:31]2[C:36](=[CH:37][CH:38]=1)[CH2:35][NH:34][CH2:33][CH2:32]2, predict the reaction product. The product is: [F:1][C:2]1[CH:3]=[C:4]2[C:9](=[CH:10][CH:11]=1)[N:8]=[C:7]([C:12]1[CH:17]=[C:16]([O:18][CH3:19])[C:15]([O:20][CH3:21])=[C:14]([O:22][CH3:23])[CH:13]=1)[N:6]=[C:5]2[C:24]([N:34]1[CH2:33][CH2:32][C:31]2[C:36](=[CH:37][CH:38]=[C:29]([F:28])[CH:30]=2)[CH2:35]1)=[O:26].